Dataset: Forward reaction prediction with 1.9M reactions from USPTO patents (1976-2016). Task: Predict the product of the given reaction. The product is: [CH2:21]([N:18]1[CH2:17][CH2:16][N:15]([CH2:14][C@@H:10]2[CH2:11][CH2:12][CH2:13][N:8]([CH3:6])[CH2:9]2)[CH2:20][CH2:19]1)[C:22]1[CH:27]=[CH:26][CH:25]=[CH:24][CH:23]=1. Given the reactants C(O[C:6]([N:8]1[CH2:13][CH2:12][CH2:11][C@H:10]([CH2:14][N:15]2[CH2:20][CH2:19][N:18]([CH2:21][C:22]3[CH:27]=[CH:26][CH:25]=[CH:24][CH:23]=3)[CH2:17][CH2:16]2)[CH2:9]1)=O)(C)(C)C.O.[OH-].[Na+], predict the reaction product.